Dataset: Full USPTO retrosynthesis dataset with 1.9M reactions from patents (1976-2016). Task: Predict the reactants needed to synthesize the given product. (1) The reactants are: [N+:1]([C:3]1[CH:4]=[C:5]2[C:9](=[CH:10][CH:11]=1)[C:8](=[O:12])[CH2:7][CH2:6]2)#[C-:2].[N:13]1[CH:18]=[CH:17][N:16]=[CH:15][C:14]=1[NH2:19].[CH3:20][N:21]1[C:29]2[C:24](=[CH:25][CH:26]=[CH:27][CH:28]=2)[C:23]([CH:30]=O)=[CH:22]1. Given the product [CH3:20][N:21]1[C:29]2[C:24](=[CH:25][CH:26]=[CH:27][CH:28]=2)[C:23]([C:30]2[N:19]=[C:14]3[CH:15]=[N:16][CH:17]=[CH:18][N:13]3[C:2]=2[NH:1][C:3]2[CH:4]=[C:5]3[C:9](=[CH:10][CH:11]=2)[C:8](=[O:12])[CH2:7][CH2:6]3)=[CH:22]1, predict the reactants needed to synthesize it. (2) The reactants are: [F:1][CH:2]([F:24])[O:3][C:4]1[CH:9]=[CH:8][C:7]([N:10]2[CH:15]=[CH:14][C:13](=[O:16])[C:12]([C:17](=O)/[CH:18]=[CH:19]/[N:20](C)C)=[N:11]2)=[CH:6][CH:5]=1.[F:25][C:26]1[CH:31]=[CH:30][CH:29]=[CH:28][C:27]=1[NH:32]N. Given the product [F:1][CH:2]([F:24])[O:3][C:4]1[CH:9]=[CH:8][C:7]([N:10]2[CH:15]=[CH:14][C:13](=[O:16])[C:12]([C:17]3[N:32]([C:27]4[CH:28]=[CH:29][CH:30]=[CH:31][C:26]=4[F:25])[N:20]=[CH:19][CH:18]=3)=[N:11]2)=[CH:6][CH:5]=1, predict the reactants needed to synthesize it. (3) Given the product [Br:21][C:22]1[CH:23]=[CH:24][C:25]2[N:26]([C:28]([C:31]([NH:33][C:34]3[CH:39]=[C:38]([C:40]4[N:41]=[C:18]([CH2:17][OH:16])[O:20][N:43]=4)[CH:37]=[CH:36][C:35]=3[CH3:44])=[O:32])=[CH:29][N:30]=2)[CH:27]=1, predict the reactants needed to synthesize it. The reactants are: C(C1NC=CN=1)(C1NC=CN=1)=O.C([O:16][CH2:17][C:18]([OH:20])=O)(=O)C.[Br:21][C:22]1[CH:23]=[CH:24][C:25]2[N:26]([C:28]([C:31]([NH:33][C:34]3[CH:39]=[C:38]([C:40](=[NH:43])[NH:41]O)[CH:37]=[CH:36][C:35]=3[CH3:44])=[O:32])=[CH:29][N:30]=2)[CH:27]=1.O.[OH-].[Li+]. (4) Given the product [P:37]([O:38][C:39]([CH3:40])([CH3:41])[CH3:42])([O:43][C:44]([CH3:45])([CH3:46])[CH3:47])([O:15][CH2:14][CH2:13][C:12]#[C:11][C:10]1[C:5]2[C:4]([Cl:27])=[N:3][C:2]([NH2:1])=[N:7][C:6]=2[N:8]([CH2:16][C:17]2[C:22]([CH3:23])=[C:21]([O:24][CH3:25])[C:20]([CH3:26])=[CH:19][N:18]=2)[CH:9]=1)=[O:54], predict the reactants needed to synthesize it. The reactants are: [NH2:1][C:2]1[N:3]=[C:4]([Cl:27])[C:5]2[C:10]([C:11]#[C:12][CH2:13][CH2:14][OH:15])=[CH:9][N:8]([CH2:16][C:17]3[C:22]([CH3:23])=[C:21]([O:24][CH3:25])[C:20]([CH3:26])=[CH:19][N:18]=3)[C:6]=2[N:7]=1.N1C=NN=N1.C(N(C(C)C)[P:37]([O:43][C:44]([CH3:47])([CH3:46])[CH3:45])[O:38][C:39]([CH3:42])([CH3:41])[CH3:40])(C)C.OO.C([O-])(O)=[O:54].[Na+]. (5) The reactants are: [CH3:1][NH:2][S:3]([CH:6]1[CH2:10][CH2:9][N:8](C(OCC2C=CC=CC=2)=O)[CH2:7]1)(=[O:5])=[O:4]. Given the product [CH3:1][NH:2][S:3]([CH:6]1[CH2:10][CH2:9][NH:8][CH2:7]1)(=[O:5])=[O:4], predict the reactants needed to synthesize it. (6) The reactants are: [CH2:1]([NH2:3])[CH3:2].C(=O)([O-])[O-].[K+].[K+].N1C=CC=CC=1.Cl[C:17]1[CH:25]=[C:24]([Cl:26])[CH:23]=[CH:22][C:18]=1[C:19]([OH:21])=[O:20]. Given the product [Cl:26][C:24]1[CH:23]=[CH:22][C:18]([C:19]([OH:21])=[O:20])=[C:17]([NH:3][CH2:1][CH3:2])[CH:25]=1, predict the reactants needed to synthesize it.